From a dataset of Catalyst prediction with 721,799 reactions and 888 catalyst types from USPTO. Predict which catalyst facilitates the given reaction. (1) Reactant: [CH3:1][C:2]1[CH:7]=[CH:6][N:5]=[C:4]([C:8]2[CH:13]=[C:12]([C:14]([OH:16])=O)[CH:11]=[CH:10][N:9]=2)[CH:3]=1.Cl.[CH2:18]([NH2:21])[C:19]#[CH:20].C1C=CC2N(O)N=NC=2C=1.CCN(C(C)C)C(C)C.C1CCC(N=C=NC2CCCCC2)CC1. Product: [CH3:1][C:2]1[CH:7]=[CH:6][N:5]=[C:4]([C:8]2[CH:13]=[C:12]([C:14]([NH:21][CH2:18][C:19]#[CH:20])=[O:16])[CH:11]=[CH:10][N:9]=2)[CH:3]=1. The catalyst class is: 3. (2) Reactant: Cl.[NH2:2][CH2:3][CH:4]1[CH2:13][CH2:12][CH2:11][C:10]2[CH:9]=[C:8]([N:14]3[C:19](=[O:20])[CH:18]=[N:17][C:16]4[CH:21]=[CH:22][C:23]([O:25][CH3:26])=[N:24][C:15]3=4)[CH:7]=[CH:6][C:5]1=2. Product: [NH2:2][CH2:3][CH:4]1[CH2:13][CH2:12][CH2:11][C:10]2[CH:9]=[C:8]([N:14]3[C:19](=[O:20])[CH:18]=[N:17][C:16]4[CH:21]=[CH:22][C:23]([O:25][CH3:26])=[N:24][C:15]3=4)[CH:7]=[CH:6][C:5]1=2. The catalyst class is: 100. (3) Reactant: [C:1]([N:4]1[CH2:10][C:9]2[CH:11]=[C:12]([O:16][CH3:17])[C:13]([NH2:15])=[CH:14][C:8]=2[NH:7][C:6](=[O:18])[CH2:5]1)(=[O:3])[CH3:2].Cl[C:20]1[N:25]=[C:24]([NH:26][C@@H:27]2[CH2:32][CH2:31][CH2:30][CH2:29][C@H:28]2[NH:33][S:34]([CH3:37])(=[O:36])=[O:35])[C:23]([Cl:38])=[CH:22][N:21]=1. Product: [C:1]([N:4]1[CH2:10][C:9]2[CH:11]=[C:12]([O:16][CH3:17])[C:13]([NH:15][C:20]3[N:25]=[C:24]([NH:26][C@@H:27]4[CH2:32][CH2:31][CH2:30][CH2:29][C@H:28]4[NH:33][S:34]([CH3:37])(=[O:35])=[O:36])[C:23]([Cl:38])=[CH:22][N:21]=3)=[CH:14][C:8]=2[NH:7][C:6](=[O:18])[CH2:5]1)(=[O:3])[CH3:2]. The catalyst class is: 100. (4) Reactant: [NH2:1][C:2]1[CH:6]=[C:5]([C:7]2[CH:12]=[CH:11][N:10]=[CH:9][CH:8]=2)[S:4][C:3]=1[C:13]([NH2:15])=[O:14].[C:16]1(=O)[CH2:22][CH2:21][CH2:20][CH2:19][CH2:18][CH2:17]1.O.C1(C)C=CC(S(O)(=O)=O)=CC=1.C(=O)([O-])O.[Na+]. Product: [N:10]1[CH:9]=[CH:8][C:7]([C:5]2[S:4][C:3]3[C:13](=[O:14])[NH:15][C:16]4([CH2:22][CH2:21][CH2:20][CH2:19][CH2:18][CH2:17]4)[NH:1][C:2]=3[CH:6]=2)=[CH:12][CH:11]=1. The catalyst class is: 15. (5) Reactant: Br[C:2]1[C:6]2[CH:7]=[N:8][C:9]([NH2:23])=[C:10]([O:11][C@@H:12]([C:14]3[C:19]([Cl:20])=[CH:18][CH:17]=[C:16]([F:21])[C:15]=3[Cl:22])[CH3:13])[C:5]=2[O:4][CH:3]=1.[CH:24]([C:26]1[S:30][C:29](B(O)O)=[CH:28][CH:27]=1)=[O:25].C(=O)([O-])[O-].[K+].[K+].O1CCOCC1. Product: [NH2:23][C:9]1[N:8]=[CH:7][C:6]2[C:2]([C:29]3[S:30][C:26]([CH:24]=[O:25])=[CH:27][CH:28]=3)=[CH:3][O:4][C:5]=2[C:10]=1[O:11][C@@H:12]([C:14]1[C:19]([Cl:20])=[CH:18][CH:17]=[C:16]([F:21])[C:15]=1[Cl:22])[CH3:13]. The catalyst class is: 103. (6) Reactant: C(N(CC)C(C)C)(C)C.C1C=CC2N(O)N=NC=2C=1.C(Cl)CCl.[C:24]([O:28][C:29]([N:31]([CH3:71])[C@H:32]([C:36]([NH:38][C@H:39]([C:43]([N:45]([C@@H:47]([C@@H:67]([CH3:70])[CH2:68][CH3:69])[C@H:48]([O:65][CH3:66])[CH2:49][C:50]([N:52]1[CH2:56][CH2:55][CH2:54][C@H:53]1[C@H:57]([O:63][CH3:64])[C@H:58]([C:60](O)=[O:61])[CH3:59])=[O:51])[CH3:46])=[O:44])[CH:40]([CH3:42])[CH3:41])=[O:37])[CH:33]([CH3:35])[CH3:34])=[O:30])([CH3:27])([CH3:26])[CH3:25].Cl.[CH2:73]([O:80][CH2:81][C@@H:82]([NH2:90])[CH2:83][C:84]1[CH:89]=[CH:88][CH:87]=[CH:86][CH:85]=1)[C:74]1[CH:79]=[CH:78][CH:77]=[CH:76][CH:75]=1. Product: [C:24]([O:28][C:29]([N:31]([CH3:71])[C@H:32]([C:36]([NH:38][C@H:39]([C:43]([N:45]([C@@H:47]([C@@H:67]([CH3:70])[CH2:68][CH3:69])[C@H:48]([O:65][CH3:66])[CH2:49][C:50]([N:52]1[CH2:56][CH2:55][CH2:54][C@H:53]1[C@H:57]([O:63][CH3:64])[C@@H:58]([CH3:59])[C:60]([NH:90][C@@H:82]([CH2:83][C:84]1[CH:89]=[CH:88][CH:87]=[CH:86][CH:85]=1)[CH2:81][O:80][CH2:73][C:74]1[CH:79]=[CH:78][CH:77]=[CH:76][CH:75]=1)=[O:61])=[O:51])[CH3:46])=[O:44])[CH:40]([CH3:42])[CH3:41])=[O:37])[CH:33]([CH3:34])[CH3:35])=[O:30])([CH3:25])([CH3:27])[CH3:26]. The catalyst class is: 3. (7) Reactant: CO[CH:3](OC)[C:4](=[N:7][OH:8])[C:5]#[N:6].[CH3:11][NH:12]N.Cl.[NH3:15]. Product: [NH2:15][C:3]1[N:12]([CH3:11])[N:6]=[CH:5][C:4]=1[N:7]=[O:8]. The catalyst class is: 72. (8) Reactant: FC(F)(F)C(O)=O.[F:8][C:9]1[CH:14]=[C:13]([S:15]([CH3:18])(=[O:17])=[O:16])[CH:12]=[CH:11][C:10]=1[C:19]1[O:20][C:21]2[CH:27]=[CH:26][C:25]([CH:28]3[CH2:33][CH2:32][NH:31][CH2:30][CH2:29]3)=[CH:24][C:22]=2[N:23]=1.[C:34](Cl)(=[O:43])[O:35][CH2:36][C:37]1[CH:42]=[CH:41][CH:40]=[CH:39][CH:38]=1.C1(C)C=CC=CC=1. Product: [F:8][C:9]1[CH:14]=[C:13]([S:15]([CH3:18])(=[O:16])=[O:17])[CH:12]=[CH:11][C:10]=1[C:19]1[O:20][C:21]2[CH:27]=[CH:26][C:25]([CH:28]3[CH2:33][CH2:32][N:31]([C:34]([O:35][CH2:36][C:37]4[CH:42]=[CH:41][CH:40]=[CH:39][CH:38]=4)=[O:43])[CH2:30][CH2:29]3)=[CH:24][C:22]=2[N:23]=1. The catalyst class is: 2. (9) Reactant: [C:1]([C:3]1[CH:8]=[CH:7][CH:6]=[CH:5][C:4]=1[OH:9])#[N:2].[H-].[Na+].[Cl:12][C:13]1[CH:29]=[C:28]([Cl:30])[CH:27]=[CH:26][C:14]=1[CH2:15][NH:16][C:17](=[O:25])[C:18]1[CH:23]=[CH:22][C:21](F)=[N:20][CH:19]=1. Product: [C:1]([C:3]1[CH:8]=[CH:7][CH:6]=[CH:5][C:4]=1[O:9][C:21]1[CH:22]=[CH:23][C:18]([C:17]([NH:16][CH2:15][C:14]2[CH:26]=[CH:27][C:28]([Cl:30])=[CH:29][C:13]=2[Cl:12])=[O:25])=[CH:19][N:20]=1)#[N:2]. The catalyst class is: 80.